This data is from Reaction yield outcomes from USPTO patents with 853,638 reactions. The task is: Predict the reaction yield, written as a fraction of the theoretical maximum amount of product (1.0 means a 100% yield; for example, 0.34 means a 34% yield). (1) The reactants are [Cl:1][S:2]([C:5]1[CH:13]=[CH:12][C:8]([C:9]([OH:11])=[O:10])=[CH:7][CH:6]=1)(=[O:4])=[O:3].S(Cl)(Cl)=O.Cl[CH:19](Cl)C. No catalyst specified. The product is [Cl:1][S:2]([C:5]1[CH:6]=[CH:7][C:8]([C:9]([O:11][CH3:19])=[O:10])=[CH:12][CH:13]=1)(=[O:4])=[O:3]. The yield is 0.840. (2) The reactants are Cl.[NH2:2][CH2:3][C:4]1[CH:9]=[C:8]([F:10])[C:7]([NH:11][S:12]([CH3:15])(=[O:14])=[O:13])=[C:6]([C:16]#[CH:17])[CH:5]=1.[CH2:18]([O:22][C:23]1[C:28]([CH:29]=[CH:30][C:31](O)=[O:32])=[CH:27][CH:26]=[C:25]([C:34]([F:37])([F:36])[F:35])[N:24]=1)[CH2:19][CH2:20][CH3:21]. No catalyst specified. The product is [CH2:18]([O:22][C:23]1[C:28]([CH:29]=[CH:30][C:31]([NH:2][CH2:3][C:4]2[CH:9]=[C:8]([F:10])[C:7]([NH:11][S:12]([CH3:15])(=[O:14])=[O:13])=[C:6]([C:16]#[CH:17])[CH:5]=2)=[O:32])=[CH:27][CH:26]=[C:25]([C:34]([F:37])([F:35])[F:36])[N:24]=1)[CH2:19][CH2:20][CH3:21]. The yield is 0.540.